This data is from Full USPTO retrosynthesis dataset with 1.9M reactions from patents (1976-2016). The task is: Predict the reactants needed to synthesize the given product. (1) Given the product [ClH:24].[CH3:18][C:19]1[CH:26]=[CH:25][C:22]([CH2:23][Te:8][CH2:9][C@@H:10]([C:11]([OH:13])=[O:12])[NH2:14])=[CH:21][CH:20]=1, predict the reactants needed to synthesize it. The reactants are: [CH2:9]([Te:8][Te:8][CH2:9][C@H:10]([NH2:14])[C:11]([OH:13])=[O:12])[C@H:10]([NH2:14])[C:11]([OH:13])=[O:12].[BH4-].[Na+].Cl.[CH3:18][C:19]1[CH:26]=[CH:25][C:22]([CH2:23][Cl:24])=[CH:21][CH:20]=1. (2) The reactants are: [Si]([O:8][CH2:9][C:10]1[CH:11]=[C:12]([C:16]2[N:21]=[C:20]([C:22]([NH:24][C:25]3[C:26]([CH3:36])=[CH:27][C:28]([C:32]([O:34][CH3:35])=[O:33])=[N:29][C:30]=3[CH3:31])=[O:23])[C:19]([CH3:37])=[CH:18][CH:17]=2)[CH:13]=[CH:14][CH:15]=1)(C(C)(C)C)(C)C.[N+](CCCC)(CCCC)(CCCC)CCCC.[F-]. Given the product [OH:8][CH2:9][C:10]1[CH:11]=[C:12]([C:16]2[N:21]=[C:20]([C:22]([NH:24][C:25]3[C:26]([CH3:36])=[CH:27][C:28]([C:32]([O:34][CH3:35])=[O:33])=[N:29][C:30]=3[CH3:31])=[O:23])[C:19]([CH3:37])=[CH:18][CH:17]=2)[CH:13]=[CH:14][CH:15]=1, predict the reactants needed to synthesize it. (3) Given the product [Br:12][C:13]1[C:14]([NH:29][C:5]2[CH:27]=[C:26]([O:11][CH3:10])[NH:23][N:6]=2)=[N:15][C:16]([Cl:19])=[N:17][CH:18]=1, predict the reactants needed to synthesize it. The reactants are: COC(SC)=C[C:5]#[N:6].C[CH2:10][OH:11].[Br:12][C:13]1[C:14](Cl)=[N:15][C:16]([Cl:19])=[N:17][CH:18]=1.C([N:23]([CH2:26][CH3:27])CC)C.O.[NH2:29]N. (4) The reactants are: [H-].C([Al+]CC(C)C)C(C)C.C([O:13][C:14]([C:16]1[S:20][CH:19]=[N:18][C:17]=1[CH:21]([CH3:23])[CH3:22])=O)C.C(C(C(C([O-])=O)O)O)([O-])=O.[Na+].[K+]. Given the product [CH3:22][CH:21]([C:17]1[N:18]=[CH:19][S:20][C:16]=1[CH2:14][OH:13])[CH3:23], predict the reactants needed to synthesize it. (5) Given the product [Cl-:27].[F:26][C:21]1[CH:20]=[C:19]([CH:12]([C:13]2[CH:18]=[CH:17][CH:16]=[CH:15][CH:14]=2)[O:11][C:9]([CH:3]2[CH:4]3[CH2:5][CH2:6][N+:1]([CH2:28][C:29](=[O:30])[C:31]4[S:32][CH:33]=[CH:34][CH:35]=4)([CH2:8][CH2:7]3)[CH2:2]2)=[O:10])[CH:24]=[CH:23][C:22]=1[F:25], predict the reactants needed to synthesize it. The reactants are: [N:1]12[CH2:8][CH2:7][CH:4]([CH2:5][CH2:6]1)[CH:3]([C:9]([O:11][CH:12]([C:19]1[CH:24]=[CH:23][C:22]([F:25])=[C:21]([F:26])[CH:20]=1)[C:13]1[CH:18]=[CH:17][CH:16]=[CH:15][CH:14]=1)=[O:10])[CH2:2]2.[Cl:27][CH2:28][C:29]([C:31]1[S:32][CH:33]=[CH:34][CH:35]=1)=[O:30]. (6) Given the product [ClH:31].[Cl:31][C:26]1[CH:27]=[CH:28][CH:29]=[CH:30][C:25]=1[N:24]1[CH:20]([C:16]2[CH:17]=[CH:18][CH:19]=[C:14]([N:11]3[CH2:12][CH2:13][NH:8][CH2:9][CH2:10]3)[CH:15]=2)[CH2:21][C:22]([C:32]([F:38])([F:37])[C:33]([F:35])([F:36])[F:34])=[N:23]1, predict the reactants needed to synthesize it. The reactants are: C([N:8]1[CH2:13][CH2:12][N:11]([C:14]2[CH:15]=[C:16]([CH:20]3[N:24]([C:25]4[CH:30]=[CH:29][CH:28]=[CH:27][C:26]=4[Cl:31])[N:23]=[C:22]([C:32]([F:38])([F:37])[C:33]([F:36])([F:35])[F:34])[CH2:21]3)[CH:17]=[CH:18][CH:19]=2)[CH2:10][CH2:9]1)(OC(C)(C)C)=O.Cl. (7) Given the product [CH2:18]([C:13]1[C:12]([CH2:11][O:10][C:7]2[CH:8]=[CH:9][C:4]([C:3]([OH:22])=[O:2])=[CH:5][N:6]=2)=[C:16]([CH3:17])[O:15][N:14]=1)[CH2:19][CH2:20][CH3:21], predict the reactants needed to synthesize it. The reactants are: C[O:2][C:3](=[O:22])[C:4]1[CH:9]=[CH:8][C:7]([O:10][CH2:11][C:12]2[C:13]([CH2:18][CH2:19][CH2:20][CH3:21])=[N:14][O:15][C:16]=2[CH3:17])=[N:6][CH:5]=1.O.[OH-].[Li+].Cl. (8) Given the product [CH3:27][C:17]1[CH:22]=[CH:21][C:20]([S:23]([O:1][CH2:2][C:3]([C:4]([O:6][CH3:7])=[O:5])([CH3:9])[CH3:8])(=[O:25])=[O:24])=[CH:19][CH:18]=1, predict the reactants needed to synthesize it. The reactants are: [OH:1][CH2:2][C:3]([CH3:9])([CH3:8])[C:4]([O:6][CH3:7])=[O:5].C(N(CC)CC)C.[C:17]1([CH3:27])[CH:22]=[CH:21][C:20]([S:23](Cl)(=[O:25])=[O:24])=[CH:19][CH:18]=1.O.